Task: Predict the reactants needed to synthesize the given product.. Dataset: Full USPTO retrosynthesis dataset with 1.9M reactions from patents (1976-2016) Given the product [O:18]1[CH:16]([CH2:14][O:11][C:1]2[C:10]3[C:5](=[CH:6][CH:7]=[CH:8][CH:9]=3)[CH:4]=[CH:3][CH:2]=2)[CH2:17]1, predict the reactants needed to synthesize it. The reactants are: [C:1]1([OH:11])[C:10]2[C:5](=[CH:6][CH:7]=[CH:8][CH:9]=2)[CH:4]=[CH:3][CH:2]=1.[OH-].[Na+].[CH2:14]([CH:16]1[O:18][CH2:17]1)Cl.C(O)C.